This data is from NCI-60 drug combinations with 297,098 pairs across 59 cell lines. The task is: Regression. Given two drug SMILES strings and cell line genomic features, predict the synergy score measuring deviation from expected non-interaction effect. Drug 1: C1=CC(=CC=C1C#N)C(C2=CC=C(C=C2)C#N)N3C=NC=N3. Drug 2: CCC1(C2=C(COC1=O)C(=O)N3CC4=CC5=C(C=CC(=C5CN(C)C)O)N=C4C3=C2)O.Cl. Cell line: A549. Synergy scores: CSS=9.04, Synergy_ZIP=6.54, Synergy_Bliss=7.88, Synergy_Loewe=-17.8, Synergy_HSA=6.94.